Dataset: TCR-epitope binding with 47,182 pairs between 192 epitopes and 23,139 TCRs. Task: Binary Classification. Given a T-cell receptor sequence (or CDR3 region) and an epitope sequence, predict whether binding occurs between them. (1) The epitope is ARMILMTHF. The TCR CDR3 sequence is CATSDNNVWFSEQFF. Result: 0 (the TCR does not bind to the epitope). (2) The epitope is QECVRGTTVL. The TCR CDR3 sequence is CASSLAMGGGTEAFF. Result: 0 (the TCR does not bind to the epitope). (3) The epitope is KAFSPEVIPMF. The TCR CDR3 sequence is CASSLRLRLAGALRNYEQYF. Result: 0 (the TCR does not bind to the epitope). (4) The epitope is QVPLRPMTYK. The TCR CDR3 sequence is CASSYSRGAGNTIYF. Result: 1 (the TCR binds to the epitope).